This data is from Full USPTO retrosynthesis dataset with 1.9M reactions from patents (1976-2016). The task is: Predict the reactants needed to synthesize the given product. (1) Given the product [CH2:21]([N:18]1[CH:19]=[CH:20][C:16]([NH:15][C:13](=[O:14])[C@@H:12]([C:4]2[CH:5]=[CH:6][C:7]([S:8]([CH3:11])(=[O:10])=[O:9])=[C:2]([Cl:1])[CH:3]=2)[CH2:22][CH:23]2[CH2:24][CH2:25][CH2:26][CH2:27]2)=[N:17]1)[C:35]1[CH:36]=[CH:37][CH:38]=[CH:39][CH:41]=1, predict the reactants needed to synthesize it. The reactants are: [Cl:1][C:2]1[CH:3]=[C:4]([C@@H:12]([CH2:22][CH:23]2[CH2:27][CH2:26][CH2:25][CH2:24]2)[C:13]([NH:15][C:16]2[CH:20]=[CH:19][N:18]([CH3:21])[N:17]=2)=[O:14])[CH:5]=[CH:6][C:7]=1[S:8]([CH3:11])(=[O:10])=[O:9].C(Cl)(=O)C(Cl)=O.N1[C:39](C)=[CH:38][CH:37]=[CH:36][C:35]=1[CH3:41].C(N1C=CC(N)=N1)C1C=CC=CC=1. (2) Given the product [Cl:21][C:15]1[C:14]2[C:13]3[C:8](=[CH:9][CH:10]=[CH:11][CH:12]=3)[C:7]([C:22]([F:23])([F:24])[F:25])([O:6][CH2:5][C:4]([OH:26])=[O:3])[C:19]=2[CH:18]=[C:17]([F:20])[CH:16]=1, predict the reactants needed to synthesize it. The reactants are: C([O:3][C:4](=[O:26])[CH2:5][O:6][C:7]1([C:22]([F:25])([F:24])[F:23])[C:19]2[CH:18]=[C:17]([F:20])[CH:16]=[C:15]([Cl:21])[C:14]=2[C:13]2[C:8]1=[CH:9][CH:10]=[CH:11][CH:12]=2)C.[OH-].[Na+]. (3) Given the product [F:46][C:42]1[CH:41]=[C:40]2[C:45]([C:36]([NH:54][C:55]3[CH:56]=[C:57]([NH:67][C:68](=[O:70])[CH3:69])[CH:58]=[C:59]([N:61]4[CH2:66][CH2:65][O:64][CH2:63][CH2:62]4)[CH:60]=3)=[C:37]([CH3:53])[C:38]([C:47]3[CH:52]=[CH:51][CH:50]=[CH:49][N:48]=3)=[N:39]2)=[CH:44][CH:43]=1, predict the reactants needed to synthesize it. The reactants are: CC(C1C=C(C(C)C)C(C2C=CC=CC=2P(C2CCCCC2)C2CCCCC2)=C(C(C)C)C=1)C.Cl[C:36]1[C:45]2[C:40](=[CH:41][C:42]([F:46])=[CH:43][CH:44]=2)[N:39]=[C:38]([C:47]2[CH:52]=[CH:51][CH:50]=[CH:49][N:48]=2)[C:37]=1[CH3:53].[NH2:54][C:55]1[CH:56]=[C:57]([NH:67][C:68](=[O:70])[CH3:69])[CH:58]=[C:59]([N:61]2[CH2:66][CH2:65][O:64][CH2:63][CH2:62]2)[CH:60]=1.C(=O)([O-])[O-].[K+].[K+]. (4) Given the product [C:1]([O:5][C:6]([N:8]1[CH2:9][C@@H:10]([C:24]2[CH:29]=[CH:28][CH:27]=[C:26]([C:35]([O:36][CH3:37])=[O:32])[CH:25]=2)[C@H:11]([C:13](=[O:23])[NH:14][C:15]2[CH:20]=[CH:19][CH:18]=[C:17]([C:21]#[N:22])[CH:16]=2)[CH2:12]1)=[O:7])([CH3:4])([CH3:3])[CH3:2], predict the reactants needed to synthesize it. The reactants are: [C:1]([O:5][C:6]([N:8]1[CH2:12][C@@H:11]([C:13](=[O:23])[NH:14][C:15]2[CH:20]=[CH:19][CH:18]=[C:17]([C:21]#[N:22])[CH:16]=2)[C@H:10]([C:24]2[CH:29]=[CH:28][CH:27]=[C:26](Br)[CH:25]=2)[CH2:9]1)=[O:7])([CH3:4])([CH3:3])[CH3:2].C[OH:32].C1[CH2:37][O:36][CH2:35]C1.C(N(CC)C(C)C)(C)C. (5) Given the product [C:11]([O:10][C:8]([N:5]1[CH2:6][CH2:7][C@H:3]([CH2:2][NH:1][C:21]([C:19]2[O:20][C:16]([Br:15])=[CH:17][CH:18]=2)=[O:22])[CH2:4]1)=[O:9])([CH3:14])([CH3:13])[CH3:12], predict the reactants needed to synthesize it. The reactants are: [NH2:1][CH2:2][C@H:3]1[CH2:7][CH2:6][N:5]([C:8]([O:10][C:11]([CH3:14])([CH3:13])[CH3:12])=[O:9])[CH2:4]1.[Br:15][C:16]1[O:20][C:19]([C:21](O)=[O:22])=[CH:18][CH:17]=1. (6) Given the product [C:21]([NH:1][CH2:2][C:3]1[CH:4]=[CH:5][C:6]([C:7]([OH:9])=[O:8])=[CH:10][CH:11]=1)(=[O:22])[CH:20]([CH3:24])[CH3:19], predict the reactants needed to synthesize it. The reactants are: [NH2:1][CH2:2][C:3]1[CH:11]=[CH:10][C:6]([C:7]([OH:9])=[O:8])=[CH:5][CH:4]=1.C(N(CC)CC)C.[CH3:19][CH:20]([CH3:24])[C:21](Cl)=[O:22].Cl. (7) Given the product [Cl:1][C:2]1[CH:3]=[C:4]2[C:9](=[CH:10][CH:11]=1)[N:8]=[CH:7][CH:6]=[C:5]2[CH2:12][N:13]1[C:21]([C:22]2[N:26]([CH3:27])[CH:25]=[N:24][CH:23]=2)=[C:20]2[C:15]([N:16]([CH2:31][CH:32]3[CH2:34][CH2:33]3)[C:17](=[O:30])[N:18]([CH3:29])/[C:19]/2=[N:36]\[CH3:35])=[N:14]1, predict the reactants needed to synthesize it. The reactants are: [Cl:1][C:2]1[CH:3]=[C:4]2[C:9](=[CH:10][CH:11]=1)[N:8]=[CH:7][CH:6]=[C:5]2[CH2:12][N:13]1[C:21]([C:22]2[N:26]([CH3:27])[CH:25]=[N:24][CH:23]=2)=[C:20]2[C:15]([N:16]([CH2:31][CH:32]3[CH2:34][CH2:33]3)[C:17](=[O:30])[N:18]([CH3:29])[C:19]2=S)=[N:14]1.[CH3:35][NH2:36]. (8) Given the product [Br:1][C:2]1[CH:3]=[C:4]([C@:11]2([CH3:18])[CH2:12][O:13][CH2:14][C:15]([NH2:26])=[N:16]2)[CH:5]=[C:6]([N+:8]([O-:10])=[O:9])[CH:7]=1, predict the reactants needed to synthesize it. The reactants are: [Br:1][C:2]1[CH:3]=[C:4]([C@@:11]2([CH3:18])[NH:16][C:15](=S)[CH2:14][O:13][CH2:12]2)[CH:5]=[C:6]([N+:8]([O-:10])=[O:9])[CH:7]=1.C(OO)(C)(C)C.[OH-].[NH3:26].[O-]S([O-])(=S)=O.[Na+].[Na+].